From a dataset of Full USPTO retrosynthesis dataset with 1.9M reactions from patents (1976-2016). Predict the reactants needed to synthesize the given product. (1) Given the product [Cl:1][C:2]1[N:3]=[C:4]([N:11]2[CH2:16][CH2:15][O:14][CH2:13][CH2:12]2)[C:5]2[S:10][C:9]([CH:28]([C:27]3[CH:30]=[CH:31][C:24]([S:23][CH3:22])=[CH:25][CH:26]=3)[OH:29])=[CH:8][C:6]=2[N:7]=1, predict the reactants needed to synthesize it. The reactants are: [Cl:1][C:2]1[N:3]=[C:4]([N:11]2[CH2:16][CH2:15][O:14][CH2:13][CH2:12]2)[C:5]2[S:10][CH:9]=[CH:8][C:6]=2[N:7]=1.[Li]CCCC.[CH3:22][S:23][C:24]1[CH:31]=[CH:30][C:27]([CH:28]=[O:29])=[CH:26][CH:25]=1. (2) Given the product [F:19][C:15]1[CH:14]=[C:13]2[C:18](=[CH:17][CH:16]=1)[N:10]([CH2:9][CH2:8][CH2:7][OH:6])[CH:11]=[C:12]2[C:20]([OH:21])=[O:26], predict the reactants needed to synthesize it. The reactants are: C([Si](C)(C)[O:6][CH2:7][CH2:8][CH2:9][N:10]1[C:18]2[C:13](=[CH:14][C:15]([F:19])=[CH:16][CH:17]=2)[C:12]([CH:20]=[O:21])=[CH:11]1)(C)(C)C.S(=O)(=O)([OH:26])N.Cl([O-])=O.[Na+]. (3) Given the product [NH2:11][C:9]1[S:10][C:6]2[CH:5]=[C:4]([OH:3])[CH:13]=[CH:12][C:7]=2[N:8]=1, predict the reactants needed to synthesize it. The reactants are: C([O:3][C:4]1[CH:13]=[CH:12][C:7]2[N:8]=[C:9]([NH2:11])[S:10][C:6]=2[CH:5]=1)C.Br. (4) Given the product [N:49]1[C:50]([C:58]2[CH:59]=[C:60]([NH:64][C:22]([C:17]3[C:18](=[O:21])[O:19][C:20]4[C:15]([CH:16]=3)=[CH:14][CH:13]=[CH:12][C:11]=4[OH:10])=[O:24])[CH:61]=[CH:62][CH:63]=2)=[CH:51][N:52]2[CH:57]=[CH:56][CH:55]=[CH:54][C:53]=12, predict the reactants needed to synthesize it. The reactants are: CCN(C(C)C)C(C)C.[OH:10][C:11]1[CH:12]=[CH:13][CH:14]=[C:15]2[C:20]=1[O:19][C:18](=[O:21])[C:17]([C:22]([OH:24])=O)=[CH:16]2.CN(C(ON1N=NC2C=CC=NC1=2)=[N+](C)C)C.F[P-](F)(F)(F)(F)F.[N:49]1[C:50]([C:58]2[CH:59]=[C:60]([NH2:64])[CH:61]=[CH:62][CH:63]=2)=[CH:51][N:52]2[CH:57]=[CH:56][CH:55]=[CH:54][C:53]=12. (5) Given the product [CH2:1]([C:5]1[N:6]([CH2:18][CH2:19][O:20][CH2:21][CH2:22][NH:23][C:24](=[O:30])[O:25][C:26]([CH3:29])([CH3:28])[CH3:27])[C:7]2[C:16]3[CH:15]=[CH:14][CH:13]=[CH:12][C:11]=3[N+:10]([O-:36])=[CH:9][C:8]=2[N:17]=1)[CH2:2][CH2:3][CH3:4], predict the reactants needed to synthesize it. The reactants are: [CH2:1]([C:5]1[N:6]([CH2:18][CH2:19][O:20][CH2:21][CH2:22][NH:23][C:24](=[O:30])[O:25][C:26]([CH3:29])([CH3:28])[CH3:27])[C:7]2[C:16]3[CH:15]=[CH:14][CH:13]=[CH:12][C:11]=3[N:10]=[CH:9][C:8]=2[N:17]=1)[CH2:2][CH2:3][CH3:4].ClC1C=C(C=CC=1)C(OO)=[O:36].C([O-])(O)=O.[Na+]. (6) Given the product [Cl:25][C:22]1[CH:21]=[CH:20][C:19]([CH:12]([CH2:13][CH:14]2[CH2:15][CH2:16][CH2:17][CH2:18]2)[C:11]([NH:10][C:7]2[CH:8]=[CH:9][C:4]([CH2:3][OH:2])=[CH:5][N:6]=2)=[O:26])=[CH:24][CH:23]=1, predict the reactants needed to synthesize it. The reactants are: C[O:2][C:3](=O)[C:4]1[CH:9]=[CH:8][C:7]([NH:10][C:11](=[O:26])[CH:12]([C:19]2[CH:24]=[CH:23][C:22]([Cl:25])=[CH:21][CH:20]=2)[CH2:13][CH:14]2[CH2:18][CH2:17][CH2:16][CH2:15]2)=[N:6][CH:5]=1.[H-].[Al+3].[Li+].[H-].[H-].[H-]. (7) Given the product [CH3:11][CH:12]([NH:10][C:8]1[CH:7]=[CH:6][C:5]2[NH:1][CH:2]=[N:3][C:4]=2[CH:9]=1)[CH2:13][CH2:14][CH3:15], predict the reactants needed to synthesize it. The reactants are: [N:1]1[C:5]2[CH:6]=[CH:7][C:8]([NH2:10])=[CH:9][C:4]=2[NH:3][CH:2]=1.[CH3:11][C:12](=O)[CH2:13][CH2:14][CH3:15].[BH4-].[Na+]. (8) Given the product [F:19][C:2]([F:1])([C:8]1[CH:13]=[CH:12][C:11]([S:14][C:15]([F:16])([F:17])[F:18])=[CH:10][N:9]=1)[C:3]([OH:5])=[O:4], predict the reactants needed to synthesize it. The reactants are: [F:1][C:2]([F:19])([C:8]1[CH:13]=[CH:12][C:11]([S:14][C:15]([F:18])([F:17])[F:16])=[CH:10][N:9]=1)[C:3]([O:5]CC)=[O:4].C(O)C.O.[OH-].[Li+].